Dataset: Catalyst prediction with 721,799 reactions and 888 catalyst types from USPTO. Task: Predict which catalyst facilitates the given reaction. (1) Product: [N:13]([C:14]1[CH:15]=[CH:16][C:17]([NH:20][C:21]([C:23]2[N:24]=[N:25][S:26][CH:27]=2)=[O:22])=[CH:18][CH:19]=1)=[C:1]=[S:2]. The catalyst class is: 7. Reactant: [C:1](N1C=CN=C1)(N1C=CN=C1)=[S:2].[NH2:13][C:14]1[CH:19]=[CH:18][C:17]([NH:20][C:21]([C:23]2[N:24]=[N:25][S:26][CH:27]=2)=[O:22])=[CH:16][CH:15]=1. (2) Product: [CH2:8]([C:7]1[C:2]([N:1]([S:35]([CH2:28][C:27]2[CH:26]=[CH:31][CH:30]=[CH:29][CH:34]=2)(=[O:37])=[O:36])[S:35]([CH2:28][C:29]2[CH:34]=[CH:33][CH:32]=[CH:31][CH:30]=2)(=[O:37])=[O:36])=[N:3][CH:4]=[C:5]([C:15]2[CH:20]=[CH:19][CH:18]=[CH:17][CH:16]=2)[N:6]=1)[C:9]1[CH:14]=[CH:13][CH:12]=[CH:11][CH:10]=1. The catalyst class is: 4. Reactant: [NH2:1][C:2]1[C:7]([CH2:8][C:9]2[CH:14]=[CH:13][CH:12]=[CH:11][CH:10]=2)=[N:6][C:5]([C:15]2[CH:20]=[CH:19][CH:18]=[CH:17][CH:16]=2)=[CH:4][N:3]=1.C(N([CH2:26][CH3:27])CC)C.[CH2:28]([S:35](Cl)(=[O:37])=[O:36])[C:29]1[CH:34]=[CH:33][CH:32]=[CH:31][CH:30]=1.Cl.